From a dataset of Forward reaction prediction with 1.9M reactions from USPTO patents (1976-2016). Predict the product of the given reaction. (1) Given the reactants Cl[CH2:2][C:3]1[NH:7][C:6]2[CH:8]=[C:9]([N+:16]([O-:18])=[O:17])[CH:10]=[C:11]([C:12]([O:14][CH3:15])=[O:13])[C:5]=2[N:4]=1.[CH3:19][NH:20][CH3:21].CO, predict the reaction product. The product is: [CH3:19][N:20]([CH2:2][C:3]1[NH:7][C:6]2[CH:8]=[C:9]([N+:16]([O-:18])=[O:17])[CH:10]=[C:11]([C:12]([O:14][CH3:15])=[O:13])[C:5]=2[N:4]=1)[CH3:21]. (2) The product is: [C:20]([C:21]1[CH:28]=[CH:27][C:24]([CH2:25][C:17]2[C:9]([C:6]3[CH:5]=[CH:4][C:3]([C:1]#[N:2])=[CH:8][CH:7]=3)=[C:10]([CH:14]=[CH:15][CH:16]=2)[C:11]([NH2:39])=[O:13])=[CH:23][CH:22]=1)#[N:19]. Given the reactants [C:1]([C:3]1[CH:8]=[CH:7][C:6]([C:9]2[CH:17]=[CH:16][CH:15]=[CH:14][C:10]=2[C:11]([OH:13])=O)=[CH:5][CH:4]=1)#[N:2].Cl.[NH2:19][CH2:20][C:21]1[CH:28]=[CH:27][C:24]([C:25]#N)=[CH:23][CH:22]=1.C(Cl)CCl.C1C=CC2N(O)N=[N:39]C=2C=1.CCN(C(C)C)C(C)C, predict the reaction product.